From a dataset of Reaction yield outcomes from USPTO patents with 853,638 reactions. Predict the reaction yield, written as a fraction of the theoretical maximum amount of product (1.0 means a 100% yield; for example, 0.34 means a 34% yield). (1) The reactants are [NH2:1][C:2]1[N:7]=[C:6]([NH2:8])[C:5]([O:9][C:10]2[C:11]([CH:21]([CH3:23])[CH3:22])=[CH:12][C:13]([O:19][CH3:20])=[C:14]([C:16](=[O:18])[CH3:17])[CH:15]=2)=[CH:4][N:3]=1.[BH4-].[Na+].[NH4+].[Cl-]. The catalyst is CO. The product is [NH2:1][C:2]1[N:7]=[C:6]([NH2:8])[C:5]([O:9][C:10]2[C:11]([CH:21]([CH3:23])[CH3:22])=[CH:12][C:13]([O:19][CH3:20])=[C:14]([CH:16]([OH:18])[CH3:17])[CH:15]=2)=[CH:4][N:3]=1. The yield is 0.600. (2) The reactants are [O:1]1CCO[CH:2]1[C:6]1[CH:7]=[C:8]([N:17]2[CH2:22][CH2:21][N:20]([CH:23]([CH3:25])[CH3:24])[CH2:19][CH2:18]2)[CH:9]=[C:10]([O:12][C:13]([F:16])([F:15])[F:14])[CH:11]=1.C(O)=O. The catalyst is O. The product is [CH:23]([N:20]1[CH2:19][CH2:18][N:17]([C:8]2[CH:7]=[C:6]([CH:11]=[C:10]([O:12][C:13]([F:16])([F:15])[F:14])[CH:9]=2)[CH:2]=[O:1])[CH2:22][CH2:21]1)([CH3:25])[CH3:24]. The yield is 0.700. (3) The reactants are [CH:1]1([S:4]([C:7]2[CH:12]=[CH:11][C:10]([CH:13]([CH2:18][CH:19]3[CH2:24][CH2:23][O:22][CH2:21][CH2:20]3)[C:14](=[O:17])[CH:15]=[CH2:16])=[CH:9][CH:8]=2)(=[O:6])=[O:5])[CH2:3][CH2:2]1.[Br:25][C:26]1[CH:27]=[CH:28][C:29]([CH:32]=[O:33])=[N:30][CH:31]=1.C(N(CC)CC)C. The catalyst is C(O)C.[Cl-].C([N+]1C(C)=C(CCO)SC=1)C1C=CC=CC=1.C(OCC)(=O)C. The product is [Br:25][C:26]1[CH:27]=[CH:28][C:29]([C:32](=[O:33])[CH2:16][CH2:15][C:14](=[O:17])[CH:13]([C:10]2[CH:9]=[CH:8][C:7]([S:4]([CH:1]3[CH2:3][CH2:2]3)(=[O:6])=[O:5])=[CH:12][CH:11]=2)[CH2:18][CH:19]2[CH2:24][CH2:23][O:22][CH2:21][CH2:20]2)=[N:30][CH:31]=1. The yield is 0.840.